From a dataset of Catalyst prediction with 721,799 reactions and 888 catalyst types from USPTO. Predict which catalyst facilitates the given reaction. (1) Reactant: [OH:1][CH2:2][C:3]1[CH:4]=[C:5]([CH:8]=[CH:9][CH:10]=1)[C:6]#[N:7].[H-].[H-].[H-].[H-].[Li+].[Al+3].O. Product: [NH2:7][CH2:6][C:5]1[CH:4]=[C:3]([CH:10]=[CH:9][CH:8]=1)[CH2:2][OH:1]. The catalyst class is: 1. (2) Reactant: [NH2:1][C:2]1[N:10]=[C:9]2[C:5]([N:6]=[CH:7][N:8]2[C@@H:11]2[O:15][C@H:14]([CH2:16][O:17][P@:18]([O:28][C:29]3[CH:34]=[CH:33][CH:32]=[CH:31][C:30]=3[CH2:35][CH2:36][C:37]([O:39][CH2:40][CH3:41])=[O:38])([NH:20][C@@H:21]([CH3:27])[C:22]([O:24][CH2:25][CH3:26])=[O:23])=[O:19])[C@@H:13]([O:42]C(OCC3C=CC=CC=3)=O)[C@:12]2([F:54])[CH3:53])=[C:4]([NH:55]C(OCC2C=CC=CC=2)=O)[N:3]=1.[H][H]. Product: [NH2:1][C:2]1[N:10]=[C:9]2[C:5]([N:6]=[CH:7][N:8]2[C@@H:11]2[O:15][C@H:14]([CH2:16][O:17][P@:18]([O:28][C:29]3[CH:34]=[CH:33][CH:32]=[CH:31][C:30]=3[CH2:35][CH2:36][C:37]([O:39][CH2:40][CH3:41])=[O:38])([NH:20][C@@H:21]([CH3:27])[C:22]([O:24][CH2:25][CH3:26])=[O:23])=[O:19])[C@@H:13]([OH:42])[C@:12]2([F:54])[CH3:53])=[C:4]([NH2:55])[N:3]=1. The catalyst class is: 29. (3) Reactant: [CH2:1]([O:3][C:4](=[O:23])[C:5]1[CH:10]=[CH:9][C:8]([O:11][C:12]2[CH:17]=[CH:16][C:15](Br)=[C:14]([CH:19]=[O:20])[CH:13]=2)=[CH:7][C:6]=1[O:21][CH3:22])[CH3:2].[B:24]1([B:24]2[O:28][C:27]([CH3:30])([CH3:29])[C:26]([CH3:32])([CH3:31])[O:25]2)[O:28][C:27]([CH3:30])([CH3:29])[C:26]([CH3:32])([CH3:31])[O:25]1.C([O-])(=O)C.[K+]. Product: [CH2:1]([O:3][C:4](=[O:23])[C:5]1[CH:10]=[CH:9][C:8]([O:11][C:12]2[CH:17]=[CH:16][C:15]([B:24]3[O:28][C:27]([CH3:30])([CH3:29])[C:26]([CH3:32])([CH3:31])[O:25]3)=[C:14]([CH:19]=[O:20])[CH:13]=2)=[CH:7][C:6]=1[O:21][CH3:22])[CH3:2]. The catalyst class is: 75. (4) Reactant: [Br:1][C:2]1[CH:3]=[CH:4][CH:5]=[C:6]2[C:11]=1[N:10]=[C:9]([C:12]1[CH:17]=[C:16]([C:18]([CH3:21])([CH3:20])[CH3:19])[CH:15]=[C:14]([C:22]([CH3:25])([CH3:24])[CH3:23])[C:13]=1[O:26]C)[CH:8]=[CH:7]2.B(Br)(Br)Br.C(Cl)Cl. Product: [Br:1][C:2]1[CH:3]=[CH:4][CH:5]=[C:6]2[C:11]=1[N:10]=[C:9]([C:12]1[CH:17]=[C:16]([C:18]([CH3:19])([CH3:20])[CH3:21])[CH:15]=[C:14]([C:22]([CH3:25])([CH3:24])[CH3:23])[C:13]=1[OH:26])[CH:8]=[CH:7]2. The catalyst class is: 6. (5) The catalyst class is: 51. Reactant: [CH2:1]([C:8]1[O:12][C:11]([C@H:13]2[CH2:17][CH2:16][C@H:15]([NH2:18])[CH2:14]2)=[N:10][N:9]=1)[C:2]1[CH:7]=[CH:6][CH:5]=[CH:4][CH:3]=1.CCN(C(C)C)C(C)C.Cl[C:29]1[N:34]=[CH:33][N:32]=[C:31]2[N:35](C3CCCCO3)[N:36]=[CH:37][C:30]=12. Product: [CH2:1]([C:8]1[O:12][C:11]([C@H:13]2[CH2:17][CH2:16][C@H:15]([NH:18][C:29]3[N:34]=[CH:33][N:32]=[C:31]4[NH:35][N:36]=[CH:37][C:30]=34)[CH2:14]2)=[N:10][N:9]=1)[C:2]1[CH:7]=[CH:6][CH:5]=[CH:4][CH:3]=1.